This data is from Forward reaction prediction with 1.9M reactions from USPTO patents (1976-2016). The task is: Predict the product of the given reaction. (1) Given the reactants [F:1][C:2]1[CH:7]=[C:6]([F:8])[CH:5]=[CH:4][C:3]=1[C:9](=O)[CH3:10].[CH3:12][C:13]([S@:16]([NH2:18])=[O:17])([CH3:15])[CH3:14], predict the reaction product. The product is: [F:1][C:2]1[CH:7]=[C:6]([F:8])[CH:5]=[CH:4][C:3]=1/[C:9](=[N:18]/[S@@:16]([C:13]([CH3:15])([CH3:14])[CH3:12])=[O:17])/[CH3:10]. (2) Given the reactants [OH:1][C:2]1[CH:7]=[CH:6][C:5]([C:8]2[O:17][C:12]3=[N:13][CH:14]=[CH:15][CH:16]=[C:11]3[C:10](=[O:18])[CH:9]=2)=[CH:4][CH:3]=1.[CH3:19][C:20](OC(C)=O)=[O:21].N1C=CC=CC=1, predict the reaction product. The product is: [C:20]([O:1][C:2]1[CH:3]=[CH:4][C:5]([C:8]2[O:17][C:12]3=[N:13][CH:14]=[CH:15][CH:16]=[C:11]3[C:10](=[O:18])[CH:9]=2)=[CH:6][CH:7]=1)(=[O:21])[CH3:19]. (3) Given the reactants [CH3:1][O:2][C:3]1[CH:4]=[C:5]([CH2:11][CH2:12][CH2:13][CH2:14][N:15]=[N+]=[N-])[CH:6]=[CH:7][C:8]=1[O:9][CH3:10].[H-].[H-].[H-].[H-].[Li+].[Al+3], predict the reaction product. The product is: [CH3:1][O:2][C:3]1[CH:4]=[C:5]([CH2:11][CH2:12][CH2:13][CH2:14][NH2:15])[CH:6]=[CH:7][C:8]=1[O:9][CH3:10]. (4) Given the reactants [S:1]1[CH:5]=[CH:4][CH:3]=[CH:2]1.[Li]CCCC.[Cl:11][C:12]1[CH:29]=[CH:28][C:15]([CH2:16][N:17]2[C:25]3[C:20](=[CH:21][CH:22]=[CH:23][CH:24]=3)[C:19](=[O:26])[C:18]2=[O:27])=[CH:14][CH:13]=1, predict the reaction product. The product is: [Cl:11][C:12]1[CH:13]=[CH:14][C:15]([CH2:16][N:17]2[C:25]3[C:20](=[CH:21][CH:22]=[CH:23][CH:24]=3)[C:19]([OH:26])([C:2]3[S:1][CH:5]=[CH:4][CH:3]=3)[C:18]2=[O:27])=[CH:28][CH:29]=1. (5) The product is: [F:25][C:22]1[CH:23]=[CH:24][C:19]([O:18][C:15]2[CH:16]=[CH:17][C:12]([C:10]3[CH:9]=[CH:8][N:7]=[C:6]([C:4](=[O:3])[CH3:27])[N:11]=3)=[CH:13][CH:14]=2)=[CH:20][CH:21]=1. Given the reactants C([O:3][C:4]([C:6]1[N:11]=[C:10]([C:12]2[CH:17]=[CH:16][C:15]([O:18][C:19]3[CH:24]=[CH:23][C:22]([F:25])=[CH:21][CH:20]=3)=[CH:14][CH:13]=2)[CH:9]=[CH:8][N:7]=1)=O)C.F[C:27]1C=CC(OC2C=CC(C3C=CN=C(C(O)=O)N=3)=CC=2)=CC=1.ICC.C(=O)([O-])[O-].[Cs+].[Cs+], predict the reaction product. (6) Given the reactants [CH3:1][O:2][C:3]1[CH:4]=[C:5]2[C:10](=[CH:11][C:12]=1[O:13][CH3:14])[N:9]=[CH:8][CH:7]=[C:6]2[O:15][C:16]1[CH:22]=[CH:21][C:19]([NH2:20])=[CH:18][CH:17]=1.Cl[C:24](Cl)([O:26][C:27](=[O:33])OC(Cl)(Cl)Cl)Cl.[CH:35]1(CO)[CH2:39][CH2:38][CH2:37][CH2:36]1.C(=O)(O)[O-].[Na+], predict the reaction product. The product is: [CH3:1][O:2][C:3]1[CH:4]=[C:5]2[C:10](=[CH:11][C:12]=1[O:13][CH3:14])[N:9]=[CH:8][CH:7]=[C:6]2[O:15][C:16]1[CH:22]=[CH:21][C:19]([NH:20][C:27](=[O:33])[O:26][CH2:24][CH:35]2[CH2:39][CH2:38][CH2:37][CH2:36]2)=[CH:18][CH:17]=1. (7) Given the reactants [C:1]1([OH:8])[CH:6]=[CH:5][CH:4]=[C:3]([OH:7])[CH:2]=1.[C:9]1(=[O:15])[O:14][C:12](=[O:13])[CH2:11][CH2:10]1.[Al+3].[Cl-].[Cl-].[Cl-].Cl, predict the reaction product. The product is: [OH:7][C:3]1[CH:2]=[C:1]([OH:8])[CH:6]=[CH:5][C:4]=1[C:9](=[O:15])[CH2:10][CH2:11][C:12]([OH:14])=[O:13].